Task: Predict the reactants needed to synthesize the given product.. Dataset: Full USPTO retrosynthesis dataset with 1.9M reactions from patents (1976-2016) (1) Given the product [CH2:28]([C:2]1[C:10]2[CH2:9][CH2:8][C:7]3=[C:11]([C:24]([NH2:26])=[O:25])[S:12][C:13]([O:14][C:15]4[CH:20]=[CH:19][C:18]5[O:21][CH2:22][O:23][C:17]=5[CH:16]=4)=[C:6]3[C:5]=2[N:4]([CH3:27])[N:3]=1)[CH2:29][CH2:30][CH3:31], predict the reactants needed to synthesize it. The reactants are: Br[C:2]1[C:10]2[CH:9]=[CH:8][C:7]3=[C:11]([C:24]([NH2:26])=[O:25])[S:12][C:13]([O:14][C:15]4[CH:20]=[CH:19][C:18]5[O:21][CH2:22][O:23][C:17]=5[CH:16]=4)=[C:6]3[C:5]=2[N:4]([CH3:27])[N:3]=1.[CH2:28]([Sn]([CH2:28][CH2:29][CH2:30][CH3:31])([CH2:28][CH2:29][CH2:30][CH3:31])[CH2:28][CH2:29][CH2:30][CH3:31])[CH2:29][CH2:30][CH3:31].[Cl-].[Li+]. (2) Given the product [Cl:1][C:2]1[C:3]2[CH:24]=[CH:23][C:22]([CH3:25])=[CH:21][C:4]=2[S:5][C:6]=1[C:7]([NH:9][C@@H:10]([CH2:14][C:15]1[CH:20]=[CH:19][CH:18]=[CH:17][CH:16]=1)[C:11]([OH:13])=[O:12])=[O:8], predict the reactants needed to synthesize it. The reactants are: [Cl:1][C:2]1[C:3]2[CH:24]=[CH:23][C:22]([CH3:25])=[CH:21][C:4]=2[S:5][C:6]=1[C:7]([NH:9][C@H:10]([CH2:14][C:15]1[CH:20]=[CH:19][CH:18]=[CH:17][CH:16]=1)[C:11]([OH:13])=[O:12])=[O:8].C(OC(=O)[C@H](CC1C=CC=CC=1)N)(C)(C)C. (3) Given the product [C:14]([C:15]1[CH:16]=[C:17]([NH2:18])[N:9]([C:6]2[CH:5]=[CH:4][C:3]([C:2]([F:11])([F:12])[F:1])=[CH:8][CH:7]=2)[N:10]=1)([CH3:21])([CH3:20])[CH3:13], predict the reactants needed to synthesize it. The reactants are: [F:1][C:2]([F:12])([F:11])[C:3]1[CH:8]=[CH:7][C:6]([NH:9][NH2:10])=[CH:5][CH:4]=1.[CH3:13][C:14]([CH3:21])([CH3:20])[C:15](=O)[CH2:16][C:17]#[N:18]. (4) The reactants are: C[C:2](C)([O-:4])C.[K+].[Br:7][C:8]1[CH:9]=[C:10]2[C:18](=[CH:19][CH:20]=1)[O:17][C:13]1([CH2:16][CH2:15][CH2:14]1)[CH2:12][C:11]2=[O:21].N1([CH2:31][OH:32])C2C=CC=CC=2N=N1. Given the product [Br:7][C:8]1[CH:9]=[C:10]2[C:18](=[CH:19][CH:20]=1)[O:17][C:13]1([CH2:14][CH2:15][CH2:16]1)[C:12]([CH2:2][OH:4])([CH2:31][OH:32])[C:11]2=[O:21], predict the reactants needed to synthesize it.